Dataset: Forward reaction prediction with 1.9M reactions from USPTO patents (1976-2016). Task: Predict the product of the given reaction. Given the reactants [Cl:1][C:2]1[CH:3]=[CH:4][C:5]([CH2:8][O:9][C:10]2[CH:15]=[CH:14][N:13]([C:16]3[CH:17]=[CH:18][C:19]4[C:20]5[CH2:29][N:28](C(OC(C)(C)C)=O)[CH2:27][CH2:26][C:21]=5[N:22]([CH3:25])[C:23]=4[CH:24]=3)[C:12](=[O:37])[CH:11]=2)=[N:6][CH:7]=1.C1(N)C(F)=C(F)C(F)=C(N)C=1F.[ClH:50].Cl, predict the reaction product. The product is: [ClH:1].[ClH:50].[Cl:1][C:2]1[CH:3]=[CH:4][C:5]([CH2:8][O:9][C:10]2[CH:15]=[CH:14][N:13]([C:16]3[CH:17]=[CH:18][C:19]4[C:20]5[CH2:29][NH:28][CH2:27][CH2:26][C:21]=5[N:22]([CH3:25])[C:23]=4[CH:24]=3)[C:12](=[O:37])[CH:11]=2)=[N:6][CH:7]=1.